From a dataset of Forward reaction prediction with 1.9M reactions from USPTO patents (1976-2016). Predict the product of the given reaction. (1) Given the reactants Br[C:2]1[CH:3]=[C:4]2[C:9](=[CH:10][CH:11]=1)[C:8]([NH:12][CH2:13][C:14]1[CH:15]=[N:16][C:17]([C:20]3[CH:25]=[CH:24][N:23]=[C:22]([CH3:26])[CH:21]=3)=[CH:18][CH:19]=1)=[N:7][CH:6]=[CH:5]2.[F:27][C:28]1[CH:29]=[C:30](B(O)O)[CH:31]=[CH:32][CH:33]=1.C([O-])([O-])=O.[Na+].[Na+].O1CCOCC1.O, predict the reaction product. The product is: [F:27][C:28]1[CH:33]=[C:32]([C:2]2[CH:3]=[C:4]3[C:9](=[CH:10][CH:11]=2)[C:8]([NH:12][CH2:13][C:14]2[CH:15]=[N:16][C:17]([C:20]4[CH:25]=[CH:24][N:23]=[C:22]([CH3:26])[CH:21]=4)=[CH:18][CH:19]=2)=[N:7][CH:6]=[CH:5]3)[CH:31]=[CH:30][CH:29]=1. (2) Given the reactants Cl[C:2]1[N:7]=[C:6]([NH:8][CH:9]2[CH2:11][CH2:10]2)[N:5]=[C:4]([C:12]2[CH:13]=[C:14]([Cl:18])[CH:15]=[N:16][CH:17]=2)[C:3]=1[C:19]#[N:20].[SH:21][CH2:22][C:23]([NH2:25])=[O:24].[O-]CC.[Na+], predict the reaction product. The product is: [NH2:20][C:19]1[C:3]2[C:4]([C:12]3[CH:13]=[C:14]([Cl:18])[CH:15]=[N:16][CH:17]=3)=[N:5][C:6]([NH:8][CH:9]3[CH2:11][CH2:10]3)=[N:7][C:2]=2[S:21][C:22]=1[C:23]([NH2:25])=[O:24]. (3) Given the reactants [CH3:1][N:2]([CH3:17])[CH2:3][CH2:4][CH2:5][NH:6][C:7]1[N:15]=[CH:14][C:13]([F:16])=[CH:12][C:8]=1[C:9]([OH:11])=O.C(N(CC)CC)C.[C:25]([O:29][C:30](=[O:39])[NH:31][CH:32]1[CH2:37][CH2:36][CH:35]([NH2:38])[CH2:34][CH2:33]1)([CH3:28])([CH3:27])[CH3:26], predict the reaction product. The product is: [CH3:17][N:2]([CH3:1])[CH2:3][CH2:4][CH2:5][NH:6][C:7]1[C:8]([C:9]([NH:38][C@@H:35]2[CH2:36][CH2:37][C@H:32]([NH:31][C:30](=[O:39])[O:29][C:25]([CH3:27])([CH3:26])[CH3:28])[CH2:33][CH2:34]2)=[O:11])=[CH:12][C:13]([F:16])=[CH:14][N:15]=1. (4) Given the reactants BrC1C=CC(S(C)(=O)=O)=C(Cl)C=1Cl.[OH-].[Na+].[Na].[Br:17][C:18]1[C:19]([Cl:29])=[C:20]([OH:28])[C:21]([S:24]([CH3:27])(=[O:26])=[O:25])=[CH:22][CH:23]=1.Cl, predict the reaction product. The product is: [Br:17][C:18]1[C:19]([Cl:29])=[C:20]([OH:28])[C:21]([S:24]([CH3:27])(=[O:26])=[O:25])=[CH:22][CH:23]=1. (5) Given the reactants C[Si](C)(C)[N-][Si](C)(C)C.[Li+].[CH2:11]1[O:21][C:14]2([CH2:19][CH2:18][C:17](=[O:20])[CH2:16][CH2:15]2)[O:13][CH2:12]1.[S:22]1[C:26]2[CH:27]=[C:28]([C:31](Cl)=[O:32])[CH:29]=[CH:30][C:25]=2[N:24]=[CH:23]1.O, predict the reaction product. The product is: [S:22]1[C:26]2[CH:27]=[C:28]([C:31]([CH:18]3[C:17](=[O:20])[CH2:16][CH2:15][C:14]4([O:13][CH2:12][CH2:11][O:21]4)[CH2:19]3)=[O:32])[CH:29]=[CH:30][C:25]=2[N:24]=[CH:23]1.